Dataset: Full USPTO retrosynthesis dataset with 1.9M reactions from patents (1976-2016). Task: Predict the reactants needed to synthesize the given product. (1) Given the product [Cl:15][C:12]1[CH:13]=[CH:14][C:9]([O:8][CH2:7][C:6]([OH:25])=[O:5])=[C:10]([C:16]#[C:17][C:18]2[CH:19]=[N:20][CH:21]=[CH:22][C:23]=2[CH3:24])[CH:11]=1, predict the reactants needed to synthesize it. The reactants are: C([O:5][C:6](=[O:25])[CH2:7][O:8][C:9]1[CH:14]=[CH:13][C:12]([Cl:15])=[CH:11][C:10]=1[C:16]#[C:17][C:18]1[CH:19]=[N:20][CH:21]=[CH:22][C:23]=1[CH3:24])(C)(C)C.Cl. (2) Given the product [CH:25]1([NH:30][C:31]2[CH:36]=[CH:35][C:34]([C:2]3[C:10]4[C:5](=[CH:6][CH:7]=[C:8]([NH:11][C:12](=[O:24])[CH:13]([N:19]5[CH2:23][CH2:22][CH2:21][CH2:20]5)[C:14]5[CH:18]=[CH:17][S:16][CH:15]=5)[CH:9]=4)[NH:4][N:3]=3)=[CH:33][CH:32]=2)[CH2:26][CH2:27][CH2:28][CH2:29]1, predict the reactants needed to synthesize it. The reactants are: I[C:2]1[C:10]2[C:5](=[CH:6][CH:7]=[C:8]([NH:11][C:12](=[O:24])[CH:13]([N:19]3[CH2:23][CH2:22][CH2:21][CH2:20]3)[C:14]3[CH:18]=[CH:17][S:16][CH:15]=3)[CH:9]=2)[NH:4][N:3]=1.[CH:25]1([NH:30][C:31]2[CH:36]=[CH:35][C:34](B3OC(C)(C)C(C)(C)O3)=[CH:33][CH:32]=2)[CH2:29][CH2:28][CH2:27][CH2:26]1.C([O-])([O-])=O.[Na+].[Na+]. (3) Given the product [Br:17][C:18]1[CH:23]=[CH:22][C:21]([O:1][CH2:2][CH2:3][CH:4]2[CH2:5][CH2:6][N:7]([C:10]([O:12][C:13]([CH3:16])([CH3:15])[CH3:14])=[O:11])[CH2:8][CH2:9]2)=[CH:20][CH:19]=1, predict the reactants needed to synthesize it. The reactants are: [OH:1][CH2:2][CH2:3][CH:4]1[CH2:9][CH2:8][N:7]([C:10]([O:12][C:13]([CH3:16])([CH3:15])[CH3:14])=[O:11])[CH2:6][CH2:5]1.[Br:17][C:18]1[CH:23]=[CH:22][C:21](F)=[CH:20][CH:19]=1.